From a dataset of Peptide-MHC class I binding affinity with 185,985 pairs from IEDB/IMGT. Regression. Given a peptide amino acid sequence and an MHC pseudo amino acid sequence, predict their binding affinity value. This is MHC class I binding data. The peptide sequence is FNYCEGTTVV. The MHC is HLA-B51:01 with pseudo-sequence HLA-B51:01. The binding affinity (normalized) is 0.343.